This data is from Full USPTO retrosynthesis dataset with 1.9M reactions from patents (1976-2016). The task is: Predict the reactants needed to synthesize the given product. (1) Given the product [Br:10][C:6]1[CH:5]=[C:4]([CH2:1][CH2:2][CH2:3][OH:31])[CH:9]=[CH:8][CH:7]=1, predict the reactants needed to synthesize it. The reactants are: [CH2:1]([C:4]1[CH:9]=[CH:8][CH:7]=[C:6]([Br:10])[CH:5]=1)[CH:2]=[CH2:3].C12CCCC(CCC1)B12[H]B2(C3CCCC2CCC3)[H]1.[OH-:31].[Na+].OO. (2) Given the product [C:1]([O:5][C:6]([N:8]1[CH:17]([CH2:18][N:19]([CH:20]([CH2:24][C:25]2[CH:26]=[CH:27][C:28]([Cl:31])=[CH:29][CH:30]=2)[C:21](=[O:22])[N:51]2[CH2:50][CH2:49][N:48]([C:43]3[CH:44]=[CH:45][CH:46]=[CH:47][C:42]=3[CH2:41][N:36]3[CH2:37][CH2:38][CH2:39][CH2:40]3)[CH2:53][CH2:52]2)[CH3:32])[CH2:16][C:15]2[C:10](=[CH:11][CH:12]=[CH:13][CH:14]=2)[CH2:9]1)=[O:7])([CH3:4])([CH3:2])[CH3:3], predict the reactants needed to synthesize it. The reactants are: [C:1]([O:5][C:6]([N:8]1[CH:17]([CH2:18][N:19]([CH3:32])[CH:20]([CH2:24][C:25]2[CH:30]=[CH:29][C:28]([Cl:31])=[CH:27][CH:26]=2)[C:21]([O-])=[O:22])[CH2:16][C:15]2[C:10](=[CH:11][CH:12]=[CH:13][CH:14]=2)[CH2:9]1)=[O:7])([CH3:4])([CH3:3])[CH3:2].[Li+].Cl.Cl.[N:36]1([CH2:41][C:42]2[CH:47]=[CH:46][CH:45]=[CH:44][C:43]=2[N:48]2[CH2:53][CH2:52][NH:51][CH2:50][CH2:49]2)[CH2:40][CH2:39][CH2:38][CH2:37]1.C(Cl)CCl.C1C=CC2N(O)N=NC=2C=1.CCN(C(C)C)C(C)C. (3) Given the product [CH3:29][N:28]([CH3:30])[C:17]1[CH:16]=[C:15]([C:12]2[CH:11]=[CH:10][C:9]([OH:8])=[CH:14][CH:13]=2)[N:19]([C:20]2[CH:25]=[CH:24][C:23]([O:26][CH3:27])=[CH:22][CH:21]=2)[N:18]=1, predict the reactants needed to synthesize it. The reactants are: C([O:8][C:9]1[CH:14]=[CH:13][C:12]([C:15]2[N:19]([C:20]3[CH:25]=[CH:24][C:23]([O:26][CH3:27])=[CH:22][CH:21]=3)[N:18]=[C:17]([N:28]([CH3:30])[CH3:29])[CH:16]=2)=[CH:11][CH:10]=1)C1C=CC=CC=1. (4) Given the product [CH3:1][O:2][C:3](=[O:11])[CH2:4][CH:5]1[CH2:10][CH2:9][CH2:8][CH2:7][N:6]1[C:18]([C:16]1[N:17]=[C:13]([CH3:12])[S:14][C:15]=1[C:21]1[CH:26]=[CH:25][C:24]([F:27])=[CH:23][CH:22]=1)=[O:19], predict the reactants needed to synthesize it. The reactants are: [CH3:1][O:2][C:3](=[O:11])[CH2:4][CH:5]1[CH2:10][CH2:9][CH2:8][CH2:7][NH:6]1.[CH3:12][C:13]1[S:14][C:15]([C:21]2[CH:26]=[CH:25][C:24]([F:27])=[CH:23][CH:22]=2)=[C:16]([C:18](O)=[O:19])[N:17]=1.